Dataset: Peptide-MHC class II binding affinity with 134,281 pairs from IEDB. Task: Regression. Given a peptide amino acid sequence and an MHC pseudo amino acid sequence, predict their binding affinity value. This is MHC class II binding data. (1) The peptide sequence is LDMIITAVNSLISDN. The MHC is DRB1_0404 with pseudo-sequence DRB1_0404. The binding affinity (normalized) is 0.538. (2) The binding affinity (normalized) is 0.247. The peptide sequence is VWGIKQLQARVLAVERYLKD. The MHC is DRB1_0401 with pseudo-sequence DRB1_0401. (3) The peptide sequence is AASIIGILHLILWIL. The MHC is DRB1_0405 with pseudo-sequence DRB1_0405. The binding affinity (normalized) is 0.346.